From a dataset of Forward reaction prediction with 1.9M reactions from USPTO patents (1976-2016). Predict the product of the given reaction. (1) The product is: [F:1][C:2]1[CH:3]=[CH:4][C:5]([CH3:35])=[C:6]([CH:34]=1)[O:7][CH2:8][C:9]1[C:18]([C:19]2[CH:24]=[CH:23][C:22]([OH:25])=[CH:21][C:20]=2[O:29][CH3:30])=[CH:17][CH:16]=[C:15]2[C:10]=1[C:11]([CH3:33])=[CH:12][C:13]([CH3:31])([CH3:32])[NH:14]2. Given the reactants [F:1][C:2]1[CH:3]=[CH:4][C:5]([CH3:35])=[C:6]([CH:34]=1)[O:7][CH2:8][C:9]1[C:18]([C:19]2[CH:24]=[CH:23][C:22]([O:25]COC)=[CH:21][C:20]=2[O:29][CH3:30])=[CH:17][CH:16]=[C:15]2[C:10]=1[C:11]([CH3:33])=[CH:12][C:13]([CH3:32])([CH3:31])[NH:14]2.Cl.O1CCOCC1, predict the reaction product. (2) Given the reactants C([N:8]1[C@H:13]([CH2:14][CH2:15][OH:16])[CH2:12][CH2:11][C@H:10]([NH:17][C:18]([C:20]2[C:28]3[C:23](=[CH:24][CH:25]=[CH:26][CH:27]=3)[N:22]([CH:29]([CH3:31])[CH3:30])[N:21]=2)=[O:19])[CH2:9]1)C1C=CC=CC=1, predict the reaction product. The product is: [OH:16][CH2:15][CH2:14][C@H:13]1[NH:8][CH2:9][C@@H:10]([NH:17][C:18]([C:20]2[C:28]3[C:23](=[CH:24][CH:25]=[CH:26][CH:27]=3)[N:22]([CH:29]([CH3:31])[CH3:30])[N:21]=2)=[O:19])[CH2:11][CH2:12]1. (3) Given the reactants [N:1]1[CH:6]=[CH:5][C:4]([CH2:7][NH:8][C:9]([NH2:11])=[S:10])=[CH:3][CH:2]=1.[C:12]([CH2:14][C:15](OCC)=[O:16])#[N:13], predict the reaction product. The product is: [NH2:13][C:12]1[N:8]([CH2:7][C:4]2[CH:5]=[CH:6][N:1]=[CH:2][CH:3]=2)[C:9](=[S:10])[NH:11][C:15](=[O:16])[CH:14]=1.